Predict which catalyst facilitates the given reaction. From a dataset of Catalyst prediction with 721,799 reactions and 888 catalyst types from USPTO. Reactant: B(Br)(Br)Br.C[O:6][C:7]1[CH:16]=[C:15]2[C:10]([N:11]=[CH:12][C:13]([O:17][CH2:18][CH2:19][N:20]3[CH2:25][CH2:24][CH:23]([NH:26][C:27]([C:29]4[CH:30]=[CH:31][C:32]5[S:37][CH2:36][C:35](=[O:38])[NH:34][C:33]=5[CH:39]=4)=[O:28])[CH2:22][CH2:21]3)=[N:14]2)=[CH:9][CH:8]=1.CO. Product: [OH:6][C:7]1[CH:16]=[C:15]2[C:10]([N:11]=[CH:12][C:13]([O:17][CH2:18][CH2:19][N:20]3[CH2:25][CH2:24][CH:23]([NH:26][C:27]([C:29]4[CH:30]=[CH:31][C:32]5[S:37][CH2:36][C:35](=[O:38])[NH:34][C:33]=5[CH:39]=4)=[O:28])[CH2:22][CH2:21]3)=[N:14]2)=[CH:9][CH:8]=1. The catalyst class is: 4.